The task is: Predict the product of the given reaction.. This data is from Forward reaction prediction with 1.9M reactions from USPTO patents (1976-2016). Given the reactants [Br:1][C:2]1[CH:3]=[C:4]([C:8]([NH:11]C(=O)C[Cl:14])([CH3:10])[CH3:9])[CH:5]=[CH:6][CH:7]=1.C(O)(=O)C, predict the reaction product. The product is: [ClH:14].[Br:1][C:2]1[CH:3]=[C:4]([C:8]([NH2:11])([CH3:9])[CH3:10])[CH:5]=[CH:6][CH:7]=1.